From a dataset of Catalyst prediction with 721,799 reactions and 888 catalyst types from USPTO. Predict which catalyst facilitates the given reaction. (1) Reactant: I[C:2]1[N:7]=[CH:6][C:5]([NH:8][C:9](=[O:20])[C:10]2[CH:15]=[C:14]([N+:16]([O-:18])=[O:17])[CH:13]=[CH:12][C:11]=2[CH3:19])=[CH:4][N:3]=1.[O:21]1[CH2:26][CH2:25][N:24]([CH2:27][CH2:28][NH2:29])[CH2:23][CH2:22]1.CCN(C(C)C)C(C)C. Product: [CH3:19][C:11]1[CH:12]=[CH:13][C:14]([N+:16]([O-:18])=[O:17])=[CH:15][C:10]=1[C:9]([NH:8][C:5]1[CH:4]=[N:3][C:2]([NH:29][CH2:28][CH2:27][N:24]2[CH2:25][CH2:26][O:21][CH2:22][CH2:23]2)=[N:7][CH:6]=1)=[O:20]. The catalyst class is: 41. (2) Reactant: [NH2:1][C:2]1([C:5]2[N:10]=[C:9]([NH:11][CH2:12][C:13]3[CH:18]=[CH:17][CH:16]=[CH:15][N:14]=3)[C:8]3=[C:19]([C:22]4[CH:27]=[CH:26][CH:25]=[CH:24][CH:23]=4)[CH:20]=[CH:21][N:7]3[N:6]=2)[CH2:4][CH2:3]1.N1C=CC=CC=1.[CH3:34][S:35](Cl)(=[O:37])=[O:36]. Product: [C:22]1([C:19]2[CH:20]=[CH:21][N:7]3[C:8]=2[C:9]([NH:11][CH2:12][C:13]2[CH:18]=[CH:17][CH:16]=[CH:15][N:14]=2)=[N:10][C:5]([C:2]2([NH:1][S:35]([CH3:34])(=[O:37])=[O:36])[CH2:3][CH2:4]2)=[N:6]3)[CH:27]=[CH:26][CH:25]=[CH:24][CH:23]=1. The catalyst class is: 2. (3) Reactant: [CH:1]([N:4]1[C:24]2[C:23](=[O:25])[CH2:22][C:9]3([CH2:14][CH2:13][N:12](C(OC(C)(C)C)=O)[CH2:11][CH2:10]3)[CH2:8][C:7]=2[CH:6]=[N:5]1)([CH3:3])[CH3:2].C(Cl)(=O)C. Product: [CH:1]([N:4]1[C:24]2[C:23](=[O:25])[CH2:22][C:9]3([CH2:10][CH2:11][NH:12][CH2:13][CH2:14]3)[CH2:8][C:7]=2[CH:6]=[N:5]1)([CH3:3])[CH3:2]. The catalyst class is: 370. (4) Reactant: Br[CH:2]([CH2:15][C:16]1[CH:21]=[CH:20][CH:19]=[CH:18][CH:17]=1)[C:3]([NH:5][C:6]1[CH:11]=[C:10]([CH3:12])[CH:9]=[C:8]([CH3:13])[C:7]=1[OH:14])=[O:4].C(=O)([O-])[O-].[K+].[K+].O. Product: [CH2:15]([CH:2]1[C:3](=[O:4])[NH:5][C:6]2[CH:11]=[C:10]([CH3:12])[CH:9]=[C:8]([CH3:13])[C:7]=2[O:14]1)[C:16]1[CH:21]=[CH:20][CH:19]=[CH:18][CH:17]=1. The catalyst class is: 9. (5) Reactant: [CH3:1][O:2][C:3]([C:5]1[CH:14]=[C:13]([OH:15])[C:12]2[C:7](=[C:8]([O:16][CH2:17][C:18]3[CH:23]=[CH:22][CH:21]=[CH:20][CH:19]=3)[CH:9]=[CH:10][CH:11]=2)[N:6]=1)=[O:4].C(NC(C)C)(C)C.[Br:31]N1C(=O)CCC1=O. Product: [CH3:1][O:2][C:3]([C:5]1[C:14]([Br:31])=[C:13]([OH:15])[C:12]2[C:7](=[C:8]([O:16][CH2:17][C:18]3[CH:23]=[CH:22][CH:21]=[CH:20][CH:19]=3)[CH:9]=[CH:10][CH:11]=2)[N:6]=1)=[O:4]. The catalyst class is: 4. (6) Reactant: [CH:1]([S:4]([C:7]1[CH:12]=[CH:11][CH:10]=[CH:9][C:8]=1[NH:13][C:14]1[N:24]=[C:23]([NH:25][C:26]2[CH:31]=[CH:30][C:29]([N:32]3[CH2:37][CH2:36][N:35](C(OC(C)(C)C)=O)[CH2:34][CH2:33]3)=[CH:28][C:27]=2[O:45][CH3:46])[C:17]2[C:18](=[O:22])[NH:19][N:20]=[CH:21][C:16]=2[CH:15]=1)(=[O:6])=[O:5])([CH3:3])[CH3:2].[F:47][C:48]([F:53])([F:52])[C:49]([OH:51])=[O:50]. Product: [CH3:46][O:45][C:27]1[CH:28]=[C:29]([N:32]2[CH2:37][CH2:36][NH:35][CH2:34][CH2:33]2)[CH:30]=[CH:31][C:26]=1[NH:25][C:23]1[C:17]2[C:18](=[O:22])[NH:19][N:20]=[CH:21][C:16]=2[CH:15]=[C:14]([NH:13][C:8]2[CH:9]=[CH:10][CH:11]=[CH:12][C:7]=2[S:4]([CH:1]([CH3:3])[CH3:2])(=[O:6])=[O:5])[N:24]=1.[F:47][C:48]([F:53])([F:52])[C:49]([O-:51])=[O:50]. The catalyst class is: 4. (7) Reactant: [CH3:1][C:2]([CH3:33])([CH3:32])[C:3](=[O:31])[CH2:4][O:5][C:6]1[CH:11]=[CH:10][C:9]([C:12]([C:17]2[CH:18]=[C:19]([CH3:29])[C:20]3[O:24][C:23]([C:25]([OH:27])=O)=[CH:22][C:21]=3[CH:28]=2)([CH2:15][CH3:16])[CH2:13][CH3:14])=[CH:8][C:7]=1[CH3:30].C(Cl)CCl.Cl.C([O:41][C:42](=[O:46])[CH2:43][NH:44][CH3:45])C. Product: [CH3:32][C:2]([CH3:33])([CH3:1])[C:3](=[O:31])[CH2:4][O:5][C:6]1[CH:11]=[CH:10][C:9]([C:12]([C:17]2[CH:18]=[C:19]([CH3:29])[C:20]3[O:24][C:23]([C:25]([N:44]([CH2:43][C:42]([OH:46])=[O:41])[CH3:45])=[O:27])=[CH:22][C:21]=3[CH:28]=2)([CH2:15][CH3:16])[CH2:13][CH3:14])=[CH:8][C:7]=1[CH3:30]. The catalyst class is: 64. (8) Reactant: [CH:1]1([CH2:7][NH2:8])[CH2:6][CH2:5][CH2:4][CH2:3][CH2:2]1.C(N(CC)CC)C.[CH2:16]([O:19][C:20]1[C:28]([O:29][CH3:30])=[CH:27][C:23]([C:24](Cl)=[O:25])=[CH:22][C:21]=1[O:31][CH3:32])[C:17]#[CH:18]. Product: [CH:1]1([CH2:7][NH:8][C:24](=[O:25])[C:23]2[CH:22]=[C:21]([O:31][CH3:32])[C:20]([O:19][CH2:16][C:17]#[CH:18])=[C:28]([O:29][CH3:30])[CH:27]=2)[CH2:6][CH2:5][CH2:4][CH2:3][CH2:2]1. The catalyst class is: 13. (9) Product: [CH3:1][CH:2]([CH3:18])[CH2:3][CH:4]([C:6]1[CH:11]=[CH:10][CH:9]=[CH:8][C:7]=1[N:12]1[CH2:17][CH2:16][CH2:15][CH2:14][CH2:13]1)[C:23]#[N:24]. The catalyst class is: 4. Reactant: [CH3:1][CH:2]([CH3:18])[CH2:3][CH:4]([C:6]1[CH:11]=[CH:10][CH:9]=[CH:8][C:7]=1[N:12]1[CH2:17][CH2:16][CH2:15][CH2:14][CH2:13]1)O.S(Cl)(Cl)=O.[C-:23]#[N:24].[K+].O.